Dataset: Catalyst prediction with 721,799 reactions and 888 catalyst types from USPTO. Task: Predict which catalyst facilitates the given reaction. Product: [C:2]1([C@@H:14]2[CH2:18][CH2:17][C@H:16]([NH:19][C:21]3[CH:28]=[CH:27][C:24]([C:25]#[N:26])=[CH:23][N:22]=3)[CH2:15]2)[N:6]2[C:7]3[CH:13]=[CH:12][NH:11][C:8]=3[N:9]=[CH:10][C:5]2=[N:4][N:3]=1. The catalyst class is: 14. Reactant: Cl.[C:2]1([C@@H:14]2[CH2:18][CH2:17][C@H:16]([NH2:19])[CH2:15]2)[N:6]2[C:7]3[CH:13]=[CH:12][NH:11][C:8]=3[N:9]=[CH:10][C:5]2=[N:4][N:3]=1.Cl[C:21]1[CH:28]=[CH:27][C:24]([C:25]#[N:26])=[CH:23][N:22]=1.